This data is from Full USPTO retrosynthesis dataset with 1.9M reactions from patents (1976-2016). The task is: Predict the reactants needed to synthesize the given product. (1) Given the product [Cl:1][C:2]1[CH:10]=[CH:9][CH:8]=[C:7]2[C:3]=1[C:4]([C:15]([NH:19][CH2:20][C:21]1([OH:30])[CH2:26][CH2:25][C:24]([F:28])([F:27])[CH:23]([CH3:29])[CH2:22]1)=[O:17])=[CH:5][N:6]2[CH:11]1[CH2:12][O:13][CH2:14]1, predict the reactants needed to synthesize it. The reactants are: [Cl:1][C:2]1[CH:10]=[CH:9][CH:8]=[C:7]2[C:3]=1[C:4]([C:15]([OH:17])=O)=[CH:5][N:6]2[CH:11]1[CH2:14][O:13][CH2:12]1.Cl.[NH2:19][CH2:20][C:21]1([OH:30])[CH2:26][CH2:25][C:24]([F:28])([F:27])[CH:23]([CH3:29])[CH2:22]1.Cl.C(N=C=N)C.N1(O)C2C=CC=CC=2N=N1.C(N(C(C)C)C(C)C)C. (2) The reactants are: [F:1][C:2]([F:31])([F:30])[C:3]1[CH:4]=[C:5]([CH:23]=[C:24]([C:26]([F:29])([F:28])[F:27])[CH:25]=1)[CH2:6][O:7][CH2:8][C:9]1([C:17]2[CH:22]=[CH:21][CH:20]=[CH:19][CH:18]=2)[CH2:15][CH2:14][CH2:13][NH:12][C:11](=O)[CH2:10]1. Given the product [F:30][C:2]([F:1])([F:31])[C:3]1[CH:4]=[C:5]([CH:23]=[C:24]([C:26]([F:29])([F:28])[F:27])[CH:25]=1)[CH2:6][O:7][CH2:8][C:9]1([C:17]2[CH:22]=[CH:21][CH:20]=[CH:19][CH:18]=2)[CH2:15][CH2:14][CH2:13][NH:12][CH2:11][CH2:10]1, predict the reactants needed to synthesize it. (3) Given the product [CH3:39][C@@:15]1([CH2:16][N:17]2[CH2:22][CH2:21][N:20]([C:23]([O:25][CH2:26][CH:27]=[CH:28][C:29]3[CH:34]=[CH:33][C:32]([C:35]([F:37])([F:36])[F:38])=[CH:31][CH:30]=3)=[O:24])[CH2:19][CH2:18]2)[O:40][C:11]2=[N:10][C:9]([N+:6]([O-:8])=[O:7])=[CH:13][N:12]2[CH2:14]1, predict the reactants needed to synthesize it. The reactants are: CN(C)C=O.[N+:6]([C:9]1[N:10]=[C:11](S(C2C=CC([N+]([O-])=O)=CC=2)(=O)=O)[N:12]([CH2:14][C@:15]([OH:40])([CH3:39])[CH2:16][N:17]2[CH2:22][CH2:21][N:20]([C:23]([O:25][CH2:26][CH:27]=[CH:28][C:29]3[CH:34]=[CH:33][C:32]([C:35]([F:38])([F:37])[F:36])=[CH:31][CH:30]=3)=[O:24])[CH2:19][CH2:18]2)[CH:13]=1)([O-:8])=[O:7].CC(C)([O-])C.[Na+].O. (4) The reactants are: [F:1][C:2]1[CH:3]=[C:4]([C:8]2[C@:9]3([CH2:25][CH2:24][C@H:23]4[C@@H:14]([CH2:15][CH2:16][C:17]5[CH:18]=[C:19]([C:26](O)=[O:27])[CH:20]=[CH:21][C:22]=54)[C@@H:11]3[CH2:12][CH:13]=2)[CH3:10])[CH:5]=[N:6][CH:7]=1.[NH2:29][CH2:30][CH:31]([C:33]([F:36])([F:35])[F:34])[OH:32]. Given the product [F:1][C:2]1[CH:3]=[C:4]([C:8]2[C@:9]3([CH2:25][CH2:24][C@H:23]4[C@@H:14]([CH2:15][CH2:16][C:17]5[CH:18]=[C:19]([C:26]([NH:29][CH2:30][CH:31]([OH:32])[C:33]([F:36])([F:35])[F:34])=[O:27])[CH:20]=[CH:21][C:22]=54)[C@@H:11]3[CH2:12][CH:13]=2)[CH3:10])[CH:5]=[N:6][CH:7]=1, predict the reactants needed to synthesize it. (5) Given the product [Cl:17][C:18]1[CH:19]=[C:20]([CH:21]=[CH:22][C:23]=1[CH:24]([CH3:38])[C:25]([C:31]1[CH:36]=[CH:35][N:34]=[C:33]([Cl:37])[CH:32]=1)([OH:30])[C:26]([F:29])([F:28])[F:27])[O:39][C:9]1[CH:8]=[CH:7][C:4]([C:5]#[N:6])=[CH:3][C:2]=1[F:1], predict the reactants needed to synthesize it. The reactants are: [F:1][C:2]1[CH:3]=[C:4]([CH:7]=[CH:8][C:9]=1F)[C:5]#[N:6].C([O-])([O-])=O.[Cs+].[Cs+].[Cl:17][C:18]1[CH:19]=[C:20]([OH:39])[CH:21]=[CH:22][C:23]=1[CH:24]([CH3:38])[C:25]([C:31]1[CH:36]=[CH:35][N:34]=[C:33]([Cl:37])[CH:32]=1)([OH:30])[C:26]([F:29])([F:28])[F:27].